This data is from Forward reaction prediction with 1.9M reactions from USPTO patents (1976-2016). The task is: Predict the product of the given reaction. (1) Given the reactants O([CH2:8][CH2:9][O:10][CH2:11][C:12]1[O:16][N:15]=[C:14]([C:17]([O:19]CC)=[O:18])[CH:13]=1)C1C=CC=CC=1.[CH2:22](O)[CH3:23].[OH-].[K+], predict the reaction product. The product is: [C:23]1([CH2:8][CH2:9][O:10][CH2:11][C:12]2[O:16][N:15]=[C:14]([C:17]([OH:19])=[O:18])[CH:13]=2)[CH:22]=[CH:14][CH:13]=[CH:12][CH:11]=1. (2) The product is: [C:29]([O:28][C:25](=[O:27])[CH2:26][C:3](=[O:24])[C:4]1[CH:9]=[CH:8][CH:7]=[C:6]([C:10]2[N:11]=[C:12]([CH3:23])[S:13][C:14]=2[CH2:15][O:16][CH:17]2[CH2:22][CH2:21][CH2:20][CH2:19][O:18]2)[CH:5]=1)([CH3:32])([CH3:31])[CH3:30]. Given the reactants CO[C:3](=[O:24])[C:4]1[CH:9]=[CH:8][CH:7]=[C:6]([C:10]2[N:11]=[C:12]([CH3:23])[S:13][C:14]=2[CH2:15][O:16][CH:17]2[CH2:22][CH2:21][CH2:20][CH2:19][O:18]2)[CH:5]=1.[C:25]([O:28][C:29]([CH3:32])([CH3:31])[CH3:30])(=[O:27])[CH3:26].[Li], predict the reaction product. (3) Given the reactants [CH:1](NC(C)C)(C)C.C([Li])CCCCC.[N:15]1([C:26]([O:28][C:29]([CH3:32])([CH3:31])[CH3:30])=[O:27])[CH2:20][CH2:19][CH:18]([C:21]([O:23][CH2:24][CH3:25])=[O:22])[CH2:17][CH2:16]1.CI, predict the reaction product. The product is: [CH3:1][C:18]1([C:21]([O:23][CH2:24][CH3:25])=[O:22])[CH2:17][CH2:16][N:15]([C:26]([O:28][C:29]([CH3:31])([CH3:30])[CH3:32])=[O:27])[CH2:20][CH2:19]1. (4) Given the reactants [CH:1]1([CH2:6][C:7]([OH:9])=O)[CH2:5][CH2:4][CH2:3][CH2:2]1.Cl.[CH2:11]([O:15][C:16](=[O:20])[C@H:17]([CH3:19])[NH2:18])[CH:12]([CH3:14])[CH3:13], predict the reaction product. The product is: [CH2:11]([O:15][C:16](=[O:20])[C@H:17]([CH3:19])[NH:18][C:7](=[O:9])[CH2:6][CH:1]1[CH2:2][CH2:3][CH2:4][CH2:5]1)[CH:12]([CH3:14])[CH3:13]. (5) Given the reactants [Cl:1][C:2]1[CH:3]=[C:4]2[C:9](=[CH:10][CH:11]=1)[NH:8][C:7](=[O:12])[C:6]([C:13]1[O:17][N:16]=[C:15]([CH2:18][OH:19])[CH:14]=1)=[C:5]2[C:20]1[CH:25]=[CH:24][CH:23]=[CH:22][CH:21]=1.CC(OI1(OC(C)=O)(OC(C)=O)OC(=O)C2C=CC=CC1=2)=O, predict the reaction product. The product is: [Cl:1][C:2]1[CH:3]=[C:4]2[C:9](=[CH:10][CH:11]=1)[NH:8][C:7](=[O:12])[C:6]([C:13]1[O:17][N:16]=[C:15]([CH:18]=[O:19])[CH:14]=1)=[C:5]2[C:20]1[CH:21]=[CH:22][CH:23]=[CH:24][CH:25]=1. (6) Given the reactants [Br:1][C:2]1[CH:3]=[C:4](I)[C:5]([O:8][CH2:9][CH3:10])=[N:6][CH:7]=1.[CH3:12][C@H:13]1[CH2:18][O:17][CH2:16][CH2:15][NH:14]1, predict the reaction product. The product is: [Br:1][C:2]1[CH:3]=[C:4]([N:14]2[CH2:15][CH2:16][O:17][CH2:18][C@@H:13]2[CH3:12])[C:5]([O:8][CH2:9][CH3:10])=[N:6][CH:7]=1.